This data is from Full USPTO retrosynthesis dataset with 1.9M reactions from patents (1976-2016). The task is: Predict the reactants needed to synthesize the given product. Given the product [CH3:14][O:15][C:16](=[O:25])[C:17]1[CH:22]=[CH:21][C:20]([OH:23])=[C:19]([NH:24][S:8]([C:6]2[CH:7]=[C:2]([Cl:1])[CH:3]=[CH:4][C:5]=2[O:12][CH3:13])(=[O:10])=[O:9])[CH:18]=1, predict the reactants needed to synthesize it. The reactants are: [Cl:1][C:2]1[CH:3]=[CH:4][C:5]([O:12][CH3:13])=[C:6]([S:8](Cl)(=[O:10])=[O:9])[CH:7]=1.[CH3:14][O:15][C:16](=[O:25])[C:17]1[CH:22]=[CH:21][C:20]([OH:23])=[C:19]([NH2:24])[CH:18]=1.